From a dataset of NCI-60 drug combinations with 297,098 pairs across 59 cell lines. Regression. Given two drug SMILES strings and cell line genomic features, predict the synergy score measuring deviation from expected non-interaction effect. (1) Drug 1: C1CCC(C1)C(CC#N)N2C=C(C=N2)C3=C4C=CNC4=NC=N3. Drug 2: CC(C)NC(=O)C1=CC=C(C=C1)CNNC.Cl. Cell line: EKVX. Synergy scores: CSS=3.96, Synergy_ZIP=1.56, Synergy_Bliss=2.42, Synergy_Loewe=-9.13, Synergy_HSA=1.79. (2) Drug 1: CCC1(CC2CC(C3=C(CCN(C2)C1)C4=CC=CC=C4N3)(C5=C(C=C6C(=C5)C78CCN9C7C(C=CC9)(C(C(C8N6C)(C(=O)OC)O)OC(=O)C)CC)OC)C(=O)OC)O.OS(=O)(=O)O. Drug 2: CN(CC1=CN=C2C(=N1)C(=NC(=N2)N)N)C3=CC=C(C=C3)C(=O)NC(CCC(=O)O)C(=O)O. Cell line: MDA-MB-231. Synergy scores: CSS=9.74, Synergy_ZIP=-4.23, Synergy_Bliss=-2.31, Synergy_Loewe=-1.82, Synergy_HSA=-0.00161. (3) Drug 1: CC1=C2C(C(=O)C3(C(CC4C(C3C(C(C2(C)C)(CC1OC(=O)C(C(C5=CC=CC=C5)NC(=O)OC(C)(C)C)O)O)OC(=O)C6=CC=CC=C6)(CO4)OC(=O)C)OC)C)OC. Drug 2: CS(=O)(=O)CCNCC1=CC=C(O1)C2=CC3=C(C=C2)N=CN=C3NC4=CC(=C(C=C4)OCC5=CC(=CC=C5)F)Cl. Cell line: HCT-15. Synergy scores: CSS=81.4, Synergy_ZIP=22.9, Synergy_Bliss=22.3, Synergy_Loewe=-15.9, Synergy_HSA=21.6. (4) Cell line: SK-OV-3. Drug 2: C1C(C(OC1N2C=NC3=C2NC=NCC3O)CO)O. Drug 1: C1C(C(OC1N2C=NC3=C(N=C(N=C32)Cl)N)CO)O. Synergy scores: CSS=5.61, Synergy_ZIP=-2.01, Synergy_Bliss=-0.472, Synergy_Loewe=-6.72, Synergy_HSA=-2.55. (5) Drug 1: C1=NC(=NC(=O)N1C2C(C(C(O2)CO)O)O)N. Drug 2: CC12CCC3C(C1CCC2OP(=O)(O)O)CCC4=C3C=CC(=C4)OC(=O)N(CCCl)CCCl.[Na+]. Cell line: RPMI-8226. Synergy scores: CSS=62.1, Synergy_ZIP=-1.26, Synergy_Bliss=-2.29, Synergy_Loewe=-45.8, Synergy_HSA=-0.271.